Dataset: NCI-60 drug combinations with 297,098 pairs across 59 cell lines. Task: Regression. Given two drug SMILES strings and cell line genomic features, predict the synergy score measuring deviation from expected non-interaction effect. (1) Drug 1: CC1C(C(CC(O1)OC2CC(OC(C2O)C)OC3=CC4=CC5=C(C(=O)C(C(C5)C(C(=O)C(C(C)O)O)OC)OC6CC(C(C(O6)C)O)OC7CC(C(C(O7)C)O)OC8CC(C(C(O8)C)O)(C)O)C(=C4C(=C3C)O)O)O)O. Drug 2: C(CC(=O)O)C(=O)CN.Cl. Cell line: HCT116. Synergy scores: CSS=9.43, Synergy_ZIP=5.13, Synergy_Bliss=8.89, Synergy_Loewe=-38.8, Synergy_HSA=2.67. (2) Drug 1: CC1OCC2C(O1)C(C(C(O2)OC3C4COC(=O)C4C(C5=CC6=C(C=C35)OCO6)C7=CC(=C(C(=C7)OC)O)OC)O)O. Drug 2: C1CC(C1)(C(=O)O)C(=O)O.[NH2-].[NH2-].[Pt+2]. Cell line: MDA-MB-435. Synergy scores: CSS=9.44, Synergy_ZIP=-4.45, Synergy_Bliss=-3.52, Synergy_Loewe=-11.5, Synergy_HSA=-5.77. (3) Drug 1: CCCCCOC(=O)NC1=NC(=O)N(C=C1F)C2C(C(C(O2)C)O)O. Drug 2: B(C(CC(C)C)NC(=O)C(CC1=CC=CC=C1)NC(=O)C2=NC=CN=C2)(O)O. Cell line: HS 578T. Synergy scores: CSS=45.6, Synergy_ZIP=0.383, Synergy_Bliss=-2.06, Synergy_Loewe=-66.3, Synergy_HSA=-3.93. (4) Drug 2: C1=NC2=C(N1)C(=S)N=CN2. Cell line: HCT116. Synergy scores: CSS=40.8, Synergy_ZIP=0.986, Synergy_Bliss=5.48, Synergy_Loewe=2.50, Synergy_HSA=5.19. Drug 1: C1=CC=C(C=C1)NC(=O)CCCCCCC(=O)NO.